Dataset: Reaction yield outcomes from USPTO patents with 853,638 reactions. Task: Predict the reaction yield, written as a fraction of the theoretical maximum amount of product (1.0 means a 100% yield; for example, 0.34 means a 34% yield). (1) The reactants are [C:1]([C:5]1[CH:9]=[C:8]([NH2:10])[N:7]([C:11]2[CH:16]=[CH:15][CH:14]=[CH:13][C:12]=2[CH3:17])[N:6]=1)([CH3:4])([CH3:3])[CH3:2].Br[C:19]1[CH:28]=[CH:27][C:26]([Br:29])=[CH:25][C:20]=1[C:21]([O:23][CH3:24])=[O:22].C1C=CC(P(C2C(C3C(P(C4C=CC=CC=4)C4C=CC=CC=4)=CC=C4C=3C=CC=C4)=C3C(C=CC=C3)=CC=2)C2C=CC=CC=2)=CC=1.C([O-])([O-])=O.[Cs+].[Cs+]. The catalyst is C1C=CC(/C=C/C(/C=C/C2C=CC=CC=2)=O)=CC=1.C1C=CC(/C=C/C(/C=C/C2C=CC=CC=2)=O)=CC=1.C1C=CC(/C=C/C(/C=C/C2C=CC=CC=2)=O)=CC=1.[Pd].[Pd]. The product is [Br:29][C:26]1[CH:27]=[CH:28][C:19]([NH:10][C:8]2[N:7]([C:11]3[CH:16]=[CH:15][CH:14]=[CH:13][C:12]=3[CH3:17])[N:6]=[C:5]([C:1]([CH3:4])([CH3:3])[CH3:2])[CH:9]=2)=[C:20]([CH:25]=1)[C:21]([O:23][CH3:24])=[O:22]. The yield is 0.310. (2) The reactants are CC(C)([O-])C.[Na+].C1C=CC(P(C2C(C3C(P(C4C=CC=CC=4)C4C=CC=CC=4)=CC=C4C=3C=CC=C4)=C3C(C=CC=C3)=CC=2)C2C=CC=CC=2)=CC=1.[CH2:53]([O:55][C:56]([C:58]1[C:67](=[O:68])[C:66]2[C:61](=[CH:62][CH:63]=[C:64](I)[CH:65]=2)[N:60]([CH2:70][CH3:71])[CH:59]=1)=[O:57])[CH3:54].[C:72](=[NH:85])([C:79]1[CH:84]=[CH:83][CH:82]=[CH:81][CH:80]=1)[C:73]1[CH:78]=[CH:77][CH:76]=[CH:75][CH:74]=1. The catalyst is C1C=CC(/C=C/C(/C=C/C2C=CC=CC=2)=O)=CC=1.C1C=CC(/C=C/C(/C=C/C2C=CC=CC=2)=O)=CC=1.C1C=CC(/C=C/C(/C=C/C2C=CC=CC=2)=O)=CC=1.[Pd].[Pd].C1(C)C=CC=CC=1. The product is [CH2:53]([O:55][C:56]([C:58]1[C:67](=[O:68])[C:66]2[C:61](=[CH:62][CH:63]=[C:64]([N:85]=[C:72]([C:73]3[CH:78]=[CH:77][CH:76]=[CH:75][CH:74]=3)[C:79]3[CH:84]=[CH:83][CH:82]=[CH:81][CH:80]=3)[CH:65]=2)[N:60]([CH2:70][CH3:71])[CH:59]=1)=[O:57])[CH3:54]. The yield is 0.900. (3) The reactants are [CH3:1][C:2]1[N:3]([CH2:13][C:14]([O:16][CH2:17][CH3:18])=[O:15])[C:4]2[CH2:5][CH2:6][C:7]([CH3:12])([CH3:11])[CH2:8][C:9]=2[CH:10]=1.[Cl-].C([Al+]CC)C.[N:25]1([S:30]([C:33]2[CH:41]=[CH:40][C:36]([C:37](Cl)=[O:38])=[CH:35][CH:34]=2)(=[O:32])=[O:31])[CH2:29][CH2:28][CH2:27][CH2:26]1.Cl. The catalyst is ClCCl. The product is [CH3:1][C:2]1[N:3]([CH2:13][C:14]([O:16][CH2:17][CH3:18])=[O:15])[C:4]2[CH2:5][CH2:6][C:7]([CH3:12])([CH3:11])[CH2:8][C:9]=2[C:10]=1[C:37](=[O:38])[C:36]1[CH:40]=[CH:41][C:33]([S:30]([N:25]2[CH2:29][CH2:28][CH2:27][CH2:26]2)(=[O:32])=[O:31])=[CH:34][CH:35]=1. The yield is 0.491.